From a dataset of Reaction yield outcomes from USPTO patents with 853,638 reactions. Predict the reaction yield, written as a fraction of the theoretical maximum amount of product (1.0 means a 100% yield; for example, 0.34 means a 34% yield). (1) The reactants are [C:1](=[S:3])=[S:2].[NH2:4][C:5]1[CH:6]=[C:7]([C:11]([F:14])([F:13])[F:12])[CH:8]=[CH:9][CH:10]=1.[OH-].[Na+].[CH3:17]I. The catalyst is CS(C)=O.O. The product is [CH3:17][S:2][C:1](=[S:3])[NH:4][C:5]1[CH:10]=[CH:9][CH:8]=[C:7]([C:11]([F:12])([F:13])[F:14])[CH:6]=1. The yield is 0.710. (2) The catalyst is O. The reactants are [CH2:1]([O:8][C:9]1[C:13]([CH2:14][CH2:15][C:16]([O:18][CH2:19][CH3:20])=[O:17])=[CH:12][NH:11][N:10]=1)[C:2]1[CH:7]=[CH:6][CH:5]=[CH:4][CH:3]=1.[H-].[Na+].CN(C)C=O.Cl[C:29]1[CH:34]=[CH:33][C:32]([C:35]([F:38])([F:37])[F:36])=[CH:31][N:30]=1. The yield is 0.720. The product is [CH2:1]([O:8][C:9]1[C:13]([CH2:14][CH2:15][C:16]([O:18][CH2:19][CH3:20])=[O:17])=[CH:12][N:11]([C:29]2[CH:34]=[CH:33][C:32]([C:35]([F:38])([F:37])[F:36])=[CH:31][N:30]=2)[N:10]=1)[C:2]1[CH:3]=[CH:4][CH:5]=[CH:6][CH:7]=1. (3) The reactants are [NH:1]1[C:9]2[C:4](=[CH:5][CH:6]=[CH:7][CH:8]=2)[C:3](C=O)=[CH:2]1.[OH-].[K+].[C:14]1([S:20](Cl)(=[O:22])=[O:21])[CH:19]=[CH:18][CH:17]=[CH:16][CH:15]=1.[CH2:24]([OH:26])C. No catalyst specified. The product is [C:14]1([S:20]([N:1]2[C:9]3[C:4](=[CH:5][C:6]([CH:24]=[O:26])=[CH:7][CH:8]=3)[CH:3]=[CH:2]2)(=[O:22])=[O:21])[CH:19]=[CH:18][CH:17]=[CH:16][CH:15]=1. The yield is 0.326. (4) The reactants are OO.[N:3]1([CH2:9][CH2:10][NH:11][C:12]2[N:13]=[N+:14]([O-:25])[C:15]3[C:24]4[CH2:23][CH2:22][CH2:21][C:20]=4[CH:19]=[CH:18][C:16]=3[N:17]=2)[CH2:8][CH2:7][CH2:6][CH2:5][CH2:4]1.C(O)(C(F)(F)F)=[O:27]. The catalyst is C(Cl)Cl.N. The product is [N:3]1([CH2:9][CH2:10][NH:11][C:12]2[N:13]=[N+:14]([O-:25])[C:15]3[C:24]4[CH2:23][CH2:22][CH2:21][C:20]=4[CH:19]=[CH:18][C:16]=3[N+:17]=2[O-:27])[CH2:8][CH2:7][CH2:6][CH2:5][CH2:4]1. The yield is 0.500. (5) The reactants are [N:1]([CH2:4][CH2:5][CH2:6][C:7]1[CH:12]=[CH:11][C:10]([NH:13][C:14]2[N:19]=[CH:18][C:17]([CH2:20][C:21]([NH2:23])=[O:22])=[C:16]([NH:24][CH2:25][C:26]3[CH:31]=[C:30]([F:32])[CH:29]=[C:28]([F:33])[CH:27]=3)[CH:15]=2)=[CH:9][CH:8]=1)=[N+]=[N-]. The catalyst is C(O)C.[C].[Pd]. The product is [NH2:1][CH2:4][CH2:5][CH2:6][C:7]1[CH:12]=[CH:11][C:10]([NH:13][C:14]2[N:19]=[CH:18][C:17]([CH2:20][C:21]([NH2:23])=[O:22])=[C:16]([NH:24][CH2:25][C:26]3[CH:31]=[C:30]([F:32])[CH:29]=[C:28]([F:33])[CH:27]=3)[CH:15]=2)=[CH:9][CH:8]=1. The yield is 0.750.